Dataset: Peptide-MHC class II binding affinity with 134,281 pairs from IEDB. Task: Regression. Given a peptide amino acid sequence and an MHC pseudo amino acid sequence, predict their binding affinity value. This is MHC class II binding data. (1) The peptide sequence is QGQWRGAAGTAAQAA. The MHC is DRB3_0202 with pseudo-sequence DRB3_0202. The binding affinity (normalized) is 0.480. (2) The peptide sequence is EKKTFAATQFEPLAA. The MHC is DRB1_0701 with pseudo-sequence DRB1_0701. The binding affinity (normalized) is 0.684. (3) The peptide sequence is LPKPPKPVSKMRMATPLLMQ. The MHC is DRB1_0101 with pseudo-sequence DRB1_0101. The binding affinity (normalized) is 0.0356. (4) The peptide sequence is DKRLAAYLMLMRSPS. The MHC is HLA-DQA10101-DQB10501 with pseudo-sequence HLA-DQA10101-DQB10501. The binding affinity (normalized) is 0.633. (5) The peptide sequence is ALTIYEMLQNIFAIF. The MHC is DRB1_1302 with pseudo-sequence DRB1_1302. The binding affinity (normalized) is 0.566. (6) The peptide sequence is DPMVQIPRLVANNTR. The MHC is HLA-DQA10102-DQB10502 with pseudo-sequence HLA-DQA10102-DQB10502. The binding affinity (normalized) is 0.107. (7) The peptide sequence is YVAWMSATAALAREA. The MHC is DRB1_0405 with pseudo-sequence DRB1_0405. The binding affinity (normalized) is 0.632.